From a dataset of CYP3A4 inhibition data for predicting drug metabolism from PubChem BioAssay. Regression/Classification. Given a drug SMILES string, predict its absorption, distribution, metabolism, or excretion properties. Task type varies by dataset: regression for continuous measurements (e.g., permeability, clearance, half-life) or binary classification for categorical outcomes (e.g., BBB penetration, CYP inhibition). Dataset: cyp3a4_veith. (1) The compound is CCCSc1nnc(CSc2nc3nc(C)cc(C)n3n2)o1. The result is 0 (non-inhibitor). (2) The drug is O=C(O)c1cc(-c2ccc(F)cc2F)ccc1O. The result is 0 (non-inhibitor). (3) The compound is CC(C(=O)NC1CCCC1)N(C(=O)c1snc(C(N)=O)c1N)c1ccc2c(c1)OCCO2. The result is 1 (inhibitor). (4) The compound is CC1CCN(CC[C@H]2CCCN2S(=O)(=O)c2cccc(O)c2)CC1. The result is 0 (non-inhibitor). (5) The drug is CN(C)Cc1ccccc1-c1ccc2ncnc(NC3CCNCC3)c2c1. The result is 0 (non-inhibitor).